From a dataset of Catalyst prediction with 721,799 reactions and 888 catalyst types from USPTO. Predict which catalyst facilitates the given reaction. (1) Reactant: [Li+].[OH-:2].[Br:3][C:4]1[N:9]=[CH:8][C:7]([C:10]([CH3:14])([CH3:13])[C:11]#N)=[CH:6][CH:5]=1.C[OH:16]. Product: [Br:3][C:4]1[N:9]=[CH:8][C:7]([C:10]([CH3:14])([CH3:13])[C:11]([OH:16])=[O:2])=[CH:6][CH:5]=1. The catalyst class is: 6. (2) Reactant: C([NH:8][C@H:9]1[CH2:13][CH2:12][NH:11][CH2:10]1)(OC(C)(C)C)=O.C(=O)([O-])[O-].[K+].[K+].Cl[CH2:21][C:22]#[N:23].C(OCC)C. Product: [NH2:8][C@H:9]1[CH2:13][CH2:12][N:11]([CH2:21][C:22]#[N:23])[CH2:10]1. The catalyst class is: 10. (3) Product: [F:17][C:14]1[CH:13]=[N:12][C:11]([C@@H:9]([NH:8][C:6]2[N:5]=[C:4]([NH:18][C:19]3[CH:23]=[C:22]([O:24][CH3:25])[NH:21][N:20]=3)[CH:3]=[C:2]([N:26]3[CH2:31][CH2:30][O:29][CH2:28][CH2:27]3)[N:7]=2)[CH3:10])=[N:16][CH:15]=1. The catalyst class is: 114. Reactant: Cl[C:2]1[N:7]=[C:6]([NH:8][C@H:9]([C:11]2[N:16]=[CH:15][C:14]([F:17])=[CH:13][N:12]=2)[CH3:10])[N:5]=[C:4]([NH:18][C:19]2[CH:23]=[C:22]([O:24][CH3:25])[NH:21][N:20]=2)[CH:3]=1.[NH:26]1[CH2:31][CH2:30][O:29][CH2:28][CH2:27]1.CCN(C(C)C)C(C)C.